From a dataset of Full USPTO retrosynthesis dataset with 1.9M reactions from patents (1976-2016). Predict the reactants needed to synthesize the given product. (1) Given the product [F:34][C:25]1[CH:26]=[C:27]([CH:32]=[CH:33][C:24]=1[C:23]1[N:22]=[C:19]([C:8]2[N:9]=[N:10][N:11]([C:12]3[CH:17]=[CH:16][CH:15]=[CH:14][C:13]=3[F:18])[C:7]=2[C:1]2[CH:2]=[CH:3][CH:4]=[CH:5][CH:6]=2)[O:36][N:35]=1)[C:28]([O:30][CH3:31])=[O:29], predict the reactants needed to synthesize it. The reactants are: [C:1]1([C:7]2[N:11]([C:12]3[CH:17]=[CH:16][CH:15]=[CH:14][C:13]=3[F:18])[N:10]=[N:9][C:8]=2[C:19](O)=O)[CH:6]=[CH:5][CH:4]=[CH:3][CH:2]=1.[NH2:22][C:23](=[N:35][OH:36])[C:24]1[CH:33]=[CH:32][C:27]([C:28]([O:30][CH3:31])=[O:29])=[CH:26][C:25]=1[F:34]. (2) Given the product [Cl:10][C:11]1[CH:39]=[CH:38][CH:37]=[CH:36][C:12]=1[CH2:13][NH:14][C:15]([C:17]1[C:24](=[O:25])[N:20]2[CH2:21][CH2:22][CH2:23][N:19]2[C:18]=1[C:26]1[CH:31]=[CH:30][N:29]=[C:28]([O:7][C:1]2[CH:6]=[CH:5][CH:4]=[CH:3][CH:2]=2)[N:27]=1)=[O:16], predict the reactants needed to synthesize it. The reactants are: [C:1]1([OH:7])[CH:6]=[CH:5][CH:4]=[CH:3][CH:2]=1.[H-].[Na+].[Cl:10][C:11]1[CH:39]=[CH:38][CH:37]=[CH:36][C:12]=1[CH2:13][NH:14][C:15]([C:17]1[C:24](=[O:25])[N:20]2[CH2:21][CH2:22][CH2:23][N:19]2[C:18]=1[C:26]1[CH:31]=[CH:30][N:29]=[C:28](S(C)(=O)=O)[N:27]=1)=[O:16]. (3) Given the product [CH3:21][C:16]1[C:15](=[O:22])[N:14]([CH2:23][C:24]2[CH:29]=[CH:28][CH:27]=[CH:26][CH:25]=2)[C:13]([CH:9]([N:4]2[C:5](=[O:8])[CH2:6][CH2:7][NH:1][CH2:2][CH2:3]2)[CH:10]([CH3:12])[CH3:11])=[N:18][C:17]=1[C:19]#[N:20], predict the reactants needed to synthesize it. The reactants are: [NH2:1][CH2:2][CH2:3][N:4]([CH:9]([C:13]1[N:14]([CH2:23][C:24]2[CH:29]=[CH:28][CH:27]=[CH:26][CH:25]=2)[C:15](=[O:22])[C:16]([CH3:21])=[C:17]([C:19]#[N:20])[N:18]=1)[CH:10]([CH3:12])[CH3:11])[C:5](=[O:8])[CH:6]=[CH2:7]. (4) The reactants are: [CH:1]1([N:6]2[CH:11]=[C:10](B3OC(C)(C)C(C)(C)O3)[CH:9]=[CH:8][C:7]2=[O:21])[CH2:5][CH2:4][CH2:3][CH2:2]1.Br[C:23]1[N:24]=[C:25]([C:44]#[C:45][Si:46]([CH3:49])([CH3:48])[CH3:47])[C:26]([N:29]([C:37]([O:39][C:40]([CH3:43])([CH3:42])[CH3:41])=[O:38])[C:30](=[O:36])[O:31][C:32]([CH3:35])([CH3:34])[CH3:33])=[N:27][CH:28]=1.C(=O)([O-])[O-].[Na+].[Na+].C(OCC)(=O)C.CCCCCC. Given the product [C:32]([O:31][C:30]([N:29]([C:26]1[C:25]([C:44]#[C:45][Si:46]([CH3:49])([CH3:48])[CH3:47])=[N:24][C:23]([C:10]2[CH:9]=[CH:8][C:7](=[O:21])[N:6]([CH:1]3[CH2:2][CH2:3][CH2:4][CH2:5]3)[CH:11]=2)=[CH:28][N:27]=1)[C:37](=[O:38])[O:39][C:40]([CH3:43])([CH3:42])[CH3:41])=[O:36])([CH3:35])([CH3:33])[CH3:34], predict the reactants needed to synthesize it. (5) Given the product [CH2:1]([O:3][C:4]([C:6]1([CH3:27])[CH2:11][CH2:10][CH2:9][N:8]([CH2:12][C:13]2[CH:18]=[CH:17][CH:16]=[C:15]([O:19][C:20]3[CH:21]=[CH:22][CH:23]=[CH:24][CH:25]=3)[CH:14]=2)[C:7]1=[O:26])=[O:5])[CH3:2], predict the reactants needed to synthesize it. The reactants are: [CH2:1]([O:3][C:4]([CH:6]1[CH2:11][CH2:10][CH2:9][N:8]([CH2:12][C:13]2[CH:18]=[CH:17][CH:16]=[C:15]([O:19][C:20]3[CH:25]=[CH:24][CH:23]=[CH:22][CH:21]=3)[CH:14]=2)[C:7]1=[O:26])=[O:5])[CH3:2].[CH3:27][Si]([N-][Si](C)(C)C)(C)C.[Li+].CI. (6) Given the product [N+:16]([C:3]1[C:2]([OH:19])=[C:10]([N+:11]([O-:13])=[O:12])[C:9]([OH:14])=[C:5]([N+:6]([O-:8])=[O:7])[C:4]=1[OH:22])([O-:18])=[O:17], predict the reactants needed to synthesize it. The reactants are: N[C:2]1[C:10]([N+:11]([O-:13])=[O:12])=[C:9]([OH:14])[C:5]([N+:6]([O-:8])=[O:7])=[C:4](N)[C:3]=1[N+:16]([O-:18])=[O:17].[OH-:19].[Na+].Cl.[OH2:22].